Dataset: Catalyst prediction with 721,799 reactions and 888 catalyst types from USPTO. Task: Predict which catalyst facilitates the given reaction. (1) Reactant: C(O)(=O)C.C(OC(=O)C)(=O)C.[Cl:12][CH2:13][CH2:14][O:15][C:16]1[CH:17]=[C:18]([CH:23]=[CH:24][C:25]=1[O:26][CH3:27])[C:19]([O:21][CH3:22])=[O:20].[N+:28]([O-])([OH:30])=[O:29]. Product: [Cl:12][CH2:13][CH2:14][O:15][C:16]1[C:25]([O:26][CH3:27])=[CH:24][C:23]([N+:28]([O-:30])=[O:29])=[C:18]([CH:17]=1)[C:19]([O:21][CH3:22])=[O:20]. The catalyst class is: 6. (2) Reactant: [Br:1][C:2]1[CH:3]=[C:4]2[C:9](=[CH:10][CH:11]=1)[N:8]=[CH:7][C:6](I)=[C:5]2[Cl:13].[O:14]1[C:18]2[CH:19]=[CH:20][C:21](B(O)O)=[CH:22][C:17]=2[O:16]N1.[C:26](=O)([O-])[O-].[K+].[K+]. Product: [O:14]1[C:18]2[CH:19]=[CH:20][C:21]([C:6]3[CH:7]=[N:8][C:9]4[C:4]([C:5]=3[Cl:13])=[CH:3][C:2]([Br:1])=[CH:11][CH:10]=4)=[CH:22][C:17]=2[O:16][CH2:26]1. The catalyst class is: 117. (3) Reactant: [CH3:1][C:2]1[C:7]([O:8][C:9]2[C:14]([S:15][C:16]3[CH:21]=[CH:20][N:19]=[C:18]4[CH:22]=[CH:23][S:24][C:17]=34)=[CH:13][N:12]=[C:11]([NH:25][C:26]3[S:27][CH:28]=[C:29]([CH:31]4[CH2:36][CH2:35][N:34](C(OC(C)(C)C)=O)[CH2:33][CH2:32]4)[N:30]=3)[CH:10]=2)=[CH:6][CH:5]=[CH:4][N:3]=1.[ClH:44]. Product: [ClH:44].[ClH:44].[CH3:1][C:2]1[C:7]([O:8][C:9]2[C:14]([S:15][C:16]3[CH:21]=[CH:20][N:19]=[C:18]4[CH:22]=[CH:23][S:24][C:17]=34)=[CH:13][N:12]=[C:11]([NH:25][C:26]3[S:27][CH:28]=[C:29]([CH:31]4[CH2:36][CH2:35][NH:34][CH2:33][CH2:32]4)[N:30]=3)[CH:10]=2)=[CH:6][CH:5]=[CH:4][N:3]=1. The catalyst class is: 4. (4) Reactant: Cl.FC1C=C(C=CC=1)CN1C=C(C2C3C(=NC=C(C4C=CC(C5CCNCC5)=CC=4)C=3)N(S(C3C=CC(C)=CC=3)(=O)=O)C=2)C=N1.[F:46][C:47]1[CH:48]=[C:49]([N:85]2[CH2:90][CH2:89][N:88]([CH2:91][C@@H:92]([OH:94])[CH3:93])[CH2:87][CH2:86]2)[CH:50]=[CH:51][C:52]=1[C:53]1[CH:54]=[C:55]2[C:61]([C:62]3[CH:63]=[N:64][N:65]([CH2:67][C:68]4[CH:73]=[CH:72][CH:71]=[C:70]([F:74])[CH:69]=4)[CH:66]=3)=[CH:60][N:59](S(C3C=CC(C)=CC=3)(=O)=O)[C:56]2=[N:57][CH:58]=1.[OH-].[Li+]. Product: [F:46][C:47]1[CH:48]=[C:49]([N:85]2[CH2:90][CH2:89][N:88]([CH2:91][C@@H:92]([OH:94])[CH3:93])[CH2:87][CH2:86]2)[CH:50]=[CH:51][C:52]=1[C:53]1[CH:54]=[C:55]2[C:61]([C:62]3[CH:63]=[N:64][N:65]([CH2:67][C:68]4[CH:73]=[CH:72][CH:71]=[C:70]([F:74])[CH:69]=4)[CH:66]=3)=[CH:60][NH:59][C:56]2=[N:57][CH:58]=1. The catalyst class is: 87. (5) Reactant: [C:1]1([C:7]2[CH:8]=[CH:9][C:10]([CH:19]=O)=[N:11][C:12]=2[C:13]2[CH:18]=[CH:17][CH:16]=[CH:15][CH:14]=2)[CH:6]=[CH:5][CH:4]=[CH:3][CH:2]=1.[NH2:21][CH2:22][CH2:23][CH2:24][P:25](=[O:28])([OH:27])[OH:26].[BH3-]C#N.[Na+]. Product: [C:1]1([C:7]2[CH:8]=[CH:9][C:10]([CH2:19][NH:21][CH2:22][CH2:23][CH2:24][P:25](=[O:26])([OH:28])[OH:27])=[N:11][C:12]=2[C:13]2[CH:18]=[CH:17][CH:16]=[CH:15][CH:14]=2)[CH:6]=[CH:5][CH:4]=[CH:3][CH:2]=1. The catalyst class is: 5. (6) Reactant: [CH3:1][C:2]1[CH:7]=[CH:6][C:5]([CH3:8])=[CH:4][C:3]=1[N:9]1[CH2:14][CH2:13][N:12]([C:15](=[O:29])[CH:16]([NH:19][S:20]([C:23]2[CH:28]=[CH:27][CH:26]=[CH:25][CH:24]=2)(=[O:22])=[O:21])[CH2:17]O)[CH2:11][CH2:10]1.C1(P(C2C=CC=CC=2)C2C=CC=CC=2)C=CC=CC=1.CCOC(/N=N/C(OCC)=O)=O. Product: [C:23]1([S:20]([N:19]2[CH2:17][CH:16]2[C:15]([N:12]2[CH2:11][CH2:10][N:9]([C:3]3[CH:4]=[C:5]([CH3:8])[CH:6]=[CH:7][C:2]=3[CH3:1])[CH2:14][CH2:13]2)=[O:29])(=[O:22])=[O:21])[CH:28]=[CH:27][CH:26]=[CH:25][CH:24]=1. The catalyst class is: 7. (7) Reactant: [O:1]=[C:2]1[C@@H:8]2[CH2:9][C@@H:4]([CH2:5][CH2:6][C@@H:7]2[NH:10]C(=O)OCC2C=CC=CC=2)[O:3]1. Product: [NH2:10][C@H:7]1[CH2:6][CH2:5][C@@H:4]2[CH2:9][C@H:8]1[C:2](=[O:1])[O:3]2. The catalyst class is: 78. (8) Reactant: [CH2:1]([S:13][C@H:14](O)[CH:15]([O:41][CH2:42][CH2:43][CH2:44][CH2:45][CH2:46][CH2:47][CH2:48][CH2:49][CH2:50][CH3:51])[CH2:16][O:17]C(C1C=CC=CC=1)(C1C=CC(OC)=CC=1)C1C=CC(OC)=CC=1)[CH2:2][CH2:3][CH2:4][CH2:5][CH2:6][CH2:7][CH2:8][CH2:9][CH2:10][CH2:11][CH3:12].C1(C)C=CC(S(O)(=O)=O)=CC=1.C([O-])(O)=O.[Na+]. Product: [CH2:42]([O:41][C@H:15]([CH2:14][S:13][CH2:1][CH2:2][CH2:3][CH2:4][CH2:5][CH2:6][CH2:7][CH2:8][CH2:9][CH2:10][CH2:11][CH3:12])[CH2:16][OH:17])[CH2:43][CH2:44][CH2:45][CH2:46][CH2:47][CH2:48][CH2:49][CH2:50][CH3:51]. The catalyst class is: 147.